This data is from Reaction yield outcomes from USPTO patents with 853,638 reactions. The task is: Predict the reaction yield, written as a fraction of the theoretical maximum amount of product (1.0 means a 100% yield; for example, 0.34 means a 34% yield). (1) The catalyst is C(Cl)Cl.CN(C1C=CN=CC=1)C. The yield is 0.780. The product is [Cl:30][C:6]1[CH:5]=[N+:4]([O-:31])[CH:3]=[C:2]([Cl:1])[C:7]=1[CH2:8][C@H:9]([O:10][C:11](=[O:14])[CH2:12][O:13][C:37](=[O:38])[C:36]1[CH:40]=[CH:41][C:33]([Cl:32])=[N:34][CH:35]=1)[C:15]1[CH:20]=[CH:19][C:18]([O:21][CH:22]([F:24])[F:23])=[C:17]([O:25][CH2:26][CH:27]2[CH2:29][CH2:28]2)[CH:16]=1. The reactants are [Cl:1][C:2]1[CH:3]=[N+:4]([O-:31])[CH:5]=[C:6]([Cl:30])[C:7]=1[CH2:8][C@@H:9]([C:15]1[CH:20]=[CH:19][C:18]([O:21][CH:22]([F:24])[F:23])=[C:17]([O:25][CH2:26][CH:27]2[CH2:29][CH2:28]2)[CH:16]=1)[O:10][C:11](=[O:14])[CH2:12][OH:13].[Cl:32][C:33]1[CH:41]=[CH:40][C:36]([C:37](O)=[O:38])=[CH:35][N:34]=1.C(Cl)CCl. (2) The reactants are [C:1]([C:3]1[CH:8]=[CH:7][CH:6]=[CH:5][C:4]=1[C:9]1[CH:14]=[CH:13][C:12]([CH2:15][CH:16]([C:22](=O)[CH2:23][CH2:24][CH3:25])[C:17](OCC)=[O:18])=[CH:11][CH:10]=1)#[N:2].Cl.[CH3:28][C:29]1[CH:33]=[C:32]([NH:34][CH:35]2[CH2:40][CH2:39][O:38][CH2:37][CH2:36]2)[NH:31][N:30]=1.C(N(CC)C1C=CC=CC=1)C. The catalyst is C(OCC)(=O)C. The product is [CH3:28][C:29]1[CH:33]=[C:32]2[N:34]([CH:35]3[CH2:40][CH2:39][O:38][CH2:37][CH2:36]3)[C:17](=[O:18])[C:16]([CH2:15][C:12]3[CH:13]=[CH:14][C:9]([C:4]4[C:3]([C:1]#[N:2])=[CH:8][CH:7]=[CH:6][CH:5]=4)=[CH:10][CH:11]=3)=[C:22]([CH2:23][CH2:24][CH3:25])[N:31]2[N:30]=1. The yield is 0.420. (3) The reactants are [Cl:1][C:2]1[CH:3]=[C:4]2[C:9](=[CH:10][C:11]=1[O:12][C:13]1[CH:18]=[CH:17][C:16]([C:19](=[O:30])[NH:20][CH2:21][CH2:22][C:23]3[CH:28]=[CH:27][C:26]([Cl:29])=[CH:25][CH:24]=3)=[CH:15][C:14]=1[CH3:31])[O:8][CH2:7][CH2:6][CH:5]2[C:32]([OH:34])=[O:33].C[O-].[Na+:37]. The catalyst is CO. The product is [Cl:1][C:2]1[CH:3]=[C:4]2[C:9](=[CH:10][C:11]=1[O:12][C:13]1[CH:18]=[CH:17][C:16]([C:19](=[O:30])[NH:20][CH2:21][CH2:22][C:23]3[CH:24]=[CH:25][C:26]([Cl:29])=[CH:27][CH:28]=3)=[CH:15][C:14]=1[CH3:31])[O:8][CH2:7][CH2:6][CH:5]2[C:32]([O-:34])=[O:33].[Na+:37]. The yield is 0.958. (4) The reactants are [F:1][C:2]1[CH:6]=[N:5][N:4]([CH3:7])[C:3]=1[C:8]1[CH:9]=[C:10]([NH2:16])[CH:11]=[CH:12][C:13]=1[O:14][CH3:15].[F:17][C:18]1[CH:19]=[C:20]([N:24]=[C:25]=[O:26])[CH:21]=[CH:22][CH:23]=1. No catalyst specified. The product is [F:1][C:2]1[CH:6]=[N:5][N:4]([CH3:7])[C:3]=1[C:8]1[CH:9]=[C:10]([NH:16][C:25]([NH:24][C:20]2[CH:21]=[CH:22][CH:23]=[C:18]([F:17])[CH:19]=2)=[O:26])[CH:11]=[CH:12][C:13]=1[O:14][CH3:15]. The yield is 0.550. (5) The reactants are [CH3:1][C@:2]12[C@@:19]3([CH3:20])[C@@H:10]([C@:11]4([CH3:32])[C@@H:16]([CH2:17][CH2:18]3)[C:15]([CH3:22])([CH3:21])[C:14]([C:23]3[CH:31]=[CH:30][C:26]([C:27]([OH:29])=[O:28])=[CH:25][CH:24]=3)=[CH:13][CH2:12]4)[CH2:9][CH2:8][C@@H:7]1[C@H:6]1[C@H:33]([C:36]([CH3:38])=[CH2:37])[CH2:34][CH2:35][C@:5]1([CH2:39][NH:40][C:41]([C@@H:43]1[CH2:47][CH2:46][CH2:45][N:44]1[CH3:48])=[O:42])[CH2:4][CH2:3]2.CN1CCC[C@@H]1C(O)=O. No catalyst specified. The product is [CH3:1][C@:2]12[C@@:19]3([CH3:20])[C@@H:10]([C@:11]4([CH3:32])[C@@H:16]([CH2:17][CH2:18]3)[C:15]([CH3:21])([CH3:22])[C:14]([C:23]3[CH:24]=[CH:25][C:26]([C:27]([OH:29])=[O:28])=[CH:30][CH:31]=3)=[CH:13][CH2:12]4)[CH2:9][CH2:8][C@@H:7]1[C@H:6]1[C@H:33]([C:36]([CH3:38])=[CH2:37])[CH2:34][CH2:35][C@:5]1([CH2:39][NH:40][C:41]([C@H:43]1[CH2:47][CH2:46][CH2:45][N:44]1[CH3:48])=[O:42])[CH2:4][CH2:3]2. The yield is 0.370. (6) The reactants are [CH2:1]([P:3]([CH2:6][CH2:7][C:8]#[N:9])(=[O:5])[OH:4])[CH3:2].[CH2:10](O)[CH2:11][CH2:12][CH3:13].O. The catalyst is C1(C)C=CC=CC=1. The product is [CH2:1]([P:3]([CH2:6][CH2:7][C:8]#[N:9])(=[O:4])[O:5][CH2:10][CH2:11][CH2:12][CH3:13])[CH3:2]. The yield is 0.960. (7) The reactants are Br[CH2:2][CH:3]([CH3:5])[CH3:4].[NH:6]1[C:10]([C:11]2[CH:12]=[C:13]([C:17]3[CH:18]=[CH:19][C:20]4[O:24][C:23]([C:25]5[CH:30]=[CH:29][C:28]([F:31])=[CH:27][CH:26]=5)=[C:22]([C:32]([NH:34][CH3:35])=[O:33])[C:21]=4[CH:36]=3)[CH:14]=[CH:15][CH:16]=2)=[N:9][N:8]=[N:7]1.C([O-])([O-])=O.[Na+].[Na+]. The catalyst is CN(C=O)C. The product is [F:31][C:28]1[CH:29]=[CH:30][C:25]([C:23]2[O:24][C:20]3[CH:19]=[CH:18][C:17]([C:13]4[CH:14]=[CH:15][CH:16]=[C:11]([C:10]5[N:9]=[N:8][N:7]([CH2:2][CH:3]([CH3:5])[CH3:4])[N:6]=5)[CH:12]=4)=[CH:36][C:21]=3[C:22]=2[C:32]([NH:34][CH3:35])=[O:33])=[CH:26][CH:27]=1. The yield is 0.380. (8) The reactants are Br[C:2]1[NH:3][C:4]2[C:9]([CH:10]=1)=[CH:8][C:7]([C:11]1[N:12]([CH3:20])[N:13]=[C:14]([C:16]([F:19])([F:18])[F:17])[CH:15]=1)=[CH:6][CH:5]=2.[Cl:21][C:22]1[C:27]([Cl:28])=[CH:26][CH:25]=[CH:24][C:23]=1B(O)O. The catalyst is O1CCOCC1. The product is [Cl:21][C:22]1[C:27]([Cl:28])=[CH:26][CH:25]=[CH:24][C:23]=1[C:2]1[NH:3][C:4]2[C:9]([CH:10]=1)=[CH:8][C:7]([C:11]1[N:12]([CH3:20])[N:13]=[C:14]([C:16]([F:19])([F:18])[F:17])[CH:15]=1)=[CH:6][CH:5]=2. The yield is 0.260. (9) The reactants are [BrH:1].[CH3:2][C:3]1[N:8]=[C:7]([O:9]C)[C:6]([N+:11]([O-:13])=[O:12])=[C:5](Cl)[N:4]=1. The catalyst is C(O)(=O)C. The product is [Br:1][C:5]1[N:4]=[C:3]([CH3:2])[NH:8][C:7](=[O:9])[C:6]=1[N+:11]([O-:13])=[O:12]. The yield is 0.690.